Dataset: Forward reaction prediction with 1.9M reactions from USPTO patents (1976-2016). Task: Predict the product of the given reaction. (1) Given the reactants [CH:1]([O:4][C:5]1[CH:6]=[C:7]([CH:18]=[C:19]([C:21]([O:23][CH3:24])=[O:22])[CH:20]=1)[O:8][C:9]1[N:10]=[CH:11][C:12](C(O)=O)=[N:13][CH:14]=1)([CH3:3])[CH3:2].C1(P(N=[N+]=[N-])(C2C=CC=CC=2)=[O:32])C=CC=CC=1.C([N:44]([CH2:47]C)CC)C.[C:49]([OH:53])([CH3:52])([CH3:51])[CH3:50], predict the reaction product. The product is: [C:49]([O:53][C:47]([NH:44][C:12]1[N:13]=[CH:14][C:9]([O:8][C:7]2[CH:18]=[C:19]([CH:20]=[C:5]([O:4][CH:1]([CH3:2])[CH3:3])[CH:6]=2)[C:21]([O:23][CH3:24])=[O:22])=[N:10][CH:11]=1)=[O:32])([CH3:52])([CH3:51])[CH3:50]. (2) Given the reactants NN.O=C1C2C(=CC=CC=2)C(=O)[N:5]1[O:14][CH2:15][C:16]1[N:17]([CH2:30][CH2:31][CH2:32][CH2:33][NH:34][C:35](=[O:39])[CH:36]([CH3:38])[CH3:37])[C:18]2[C:23]([CH3:24])=[C:22]([CH3:25])[N:21]3[N:26]=[N:27][N:28]=[C:20]3[C:19]=2[N:29]=1.ClCCl.[CH3:43][C:44]([CH3:46])=O, predict the reaction product. The product is: [CH3:25][C:22]1[N:21]2[N:26]=[N:27][N:28]=[C:20]2[C:19]2[N:29]=[C:16]([CH2:15][O:14][N:5]=[C:44]([CH3:46])[CH3:43])[N:17]([CH2:30][CH2:31][CH2:32][CH2:33][NH:34][C:35](=[O:39])[CH:36]([CH3:37])[CH3:38])[C:18]=2[C:23]=1[CH3:24].